From a dataset of Forward reaction prediction with 1.9M reactions from USPTO patents (1976-2016). Predict the product of the given reaction. (1) The product is: [C:1]([OH:32])(=[O:31])[CH2:2][CH2:3][C@H:4]([NH:8][C:9]([C:11]1[CH:12]=[CH:13][C:14]([NH:15][CH2:16][C:17]2[N:28]=[C:27]3[C:20]([N:21]=[C:22]([NH:24][C:25]3=[O:26])[NH2:23])=[N:19][CH:18]=2)=[CH:29][CH:30]=1)=[O:10])[C:5]([OH:7])=[O:6].[C:1]([O-:32])(=[O:31])[CH2:2][CH2:3][C@H:4]([NH:8][C:9]([C:11]1[CH:12]=[CH:13][C:14]([NH:15][CH2:16][C:17]2[N:28]=[C:27]3[C:20]([N:21]=[C:22]([NH:24][C:25]3=[O:26])[NH2:23])=[N:19][CH:18]=2)=[CH:29][CH:30]=1)=[O:10])[C:5]([OH:7])=[O:6]. Given the reactants [C:1]([OH:32])(=[O:31])[CH2:2][CH2:3][C@H:4]([NH:8][C:9]([C:11]1[CH:30]=[CH:29][C:14]([NH:15][CH2:16][C:17]2[N:28]=[C:27]3[C:20]([N:21]=[C:22]([NH:24][C:25]3=[O:26])[NH2:23])=[N:19][CH:18]=2)=[CH:13][CH:12]=1)=[O:10])[C:5]([OH:7])=[O:6].C(N(CC)CC)C.C1CCC(N=C=NC2CCCCC2)CC1, predict the reaction product. (2) Given the reactants [CH2:1]([O:3][C:4]([C:6]1([C:12]#[N:13])[CH2:11][CH2:10][CH2:9][CH2:8][CH2:7]1)=[O:5])[CH3:2].N, predict the reaction product. The product is: [CH2:1]([O:3][C:4]([C:6]1([CH2:12][NH2:13])[CH2:11][CH2:10][CH2:9][CH2:8][CH2:7]1)=[O:5])[CH3:2].